Task: Predict which catalyst facilitates the given reaction.. Dataset: Catalyst prediction with 721,799 reactions and 888 catalyst types from USPTO Product: [CH3:34][C:35]1([CH3:42])[C:39]([CH3:41])([CH3:40])[O:38][B:37]([C:7]2[CH:16]=[C:15]([CH2:17][CH2:18][CH2:19][CH2:20][CH3:21])[CH:14]=[C:13]3[C:8]=2[C@@H:9]2[CH2:27][C:26]([CH3:28])=[CH:25][CH2:24][C@H:10]2[C:11]([CH3:22])([CH3:23])[O:12]3)[O:36]1. The catalyst class is: 68. Reactant: FC(F)(F)S(O[C:7]1[CH:16]=[C:15]([CH2:17][CH2:18][CH2:19][CH2:20][CH3:21])[CH:14]=[C:13]2[C:8]=1[C@@H:9]1[CH2:27][C:26]([CH3:28])=[CH:25][CH2:24][C@H:10]1[C:11]([CH3:23])([CH3:22])[O:12]2)(=O)=O.C(Cl)Cl.[CH3:34][C:35]1([CH3:42])[C:39]([CH3:41])([CH3:40])[O:38][BH:37][O:36]1.C(N(CC)CC)C.